From a dataset of Catalyst prediction with 721,799 reactions and 888 catalyst types from USPTO. Predict which catalyst facilitates the given reaction. (1) Reactant: P(Cl)(Cl)(Cl)=O.CN(C)[CH:8]=[O:9].[CH2:11]([O:13][C:14]([C:16]1[NH:17][CH:18]=[C:19]([CH3:21])[CH:20]=1)=[O:15])[CH3:12].[OH-].[Na+]. Product: [CH2:11]([O:13][C:14]([C:16]1[NH:17][C:18]([CH:8]=[O:9])=[C:19]([CH3:21])[CH:20]=1)=[O:15])[CH3:12]. The catalyst class is: 4. (2) Reactant: [CH3:1][O:2][CH:3]1[C:7]([C:8]([O:10][CH2:11][CH3:12])=[O:9])=[CH:6][CH:5]([O:13][CH3:14])[O:4]1.[H][H]. Product: [CH3:1][O:2][CH:3]1[CH:7]([C:8]([O:10][CH2:11][CH3:12])=[O:9])[CH2:6][CH:5]([O:13][CH3:14])[O:4]1. The catalyst class is: 94. (3) Reactant: [Mg].BrCCBr.[Br-].[F:7][C:8]1[CH:13]=[C:12]([F:14])[C:11]([F:15])=[CH:10][CH:9]=1.[CH2:16]([C@H:18]1[O:20][CH2:19]1)[Cl:17].[NH4+].[Cl-]. Product: [F:7][C:8]1[CH:13]=[C:12]([F:14])[C:11]([F:15])=[CH:10][C:9]=1[CH2:19][C@H:18]([OH:20])[CH2:16][Cl:17]. The catalyst class is: 54. (4) The catalyst class is: 2. Reactant: [F:1][CH:2]([F:18])[CH2:3][NH:4][C:5]1[CH:6]=[N:7][CH:8]=[CH:9][C:10]=1[C:11]1[CH:16]=[CH:15][CH:14]=[CH:13][C:12]=1[F:17].[CH3:19][S:20]([C:23]1[CH:24]=[C:25]([CH:43]=[C:44]([C:46]([F:49])([F:48])[F:47])[CH:45]=1)[C:26](N(C)C1C=NC=CC=1C1C=CC=CC=1C)=[O:27])(=[O:22])=[O:21].F[B-](F)(F)F.BrC1C=CC=C[N+]=1CC.C(N(CC)C(C)C)(C)C. Product: [F:18][CH:2]([F:1])[CH2:3][N:4]([C:5]1[CH:6]=[N:7][CH:8]=[CH:9][C:10]=1[C:11]1[CH:16]=[CH:15][CH:14]=[CH:13][C:12]=1[F:17])[C:26](=[O:27])[C:25]1[CH:43]=[C:44]([C:46]([F:49])([F:47])[F:48])[CH:45]=[C:23]([S:20]([CH3:19])(=[O:22])=[O:21])[CH:24]=1.